Task: Regression/Classification. Given a drug SMILES string, predict its absorption, distribution, metabolism, or excretion properties. Task type varies by dataset: regression for continuous measurements (e.g., permeability, clearance, half-life) or binary classification for categorical outcomes (e.g., BBB penetration, CYP inhibition). Dataset: rlm.. Dataset: Rat liver microsome stability data (1) The molecule is CC(C)c1ccc(C=NNC(=O)c2ccc(O)cc2)cc1. The result is 1 (stable in rat liver microsomes). (2) The compound is CN(C)c1cccc(-c2cnc(Nc3cccnc3)c3c2CCO3)c1. The result is 1 (stable in rat liver microsomes). (3) The compound is Cc1csc(-c2coc3cccc(C)c3c2=O)n1. The result is 1 (stable in rat liver microsomes). (4) The drug is CN(Cc1ccccc1)C(=O)C1CCN(Cc2cccc3ccccc23)CC1. The result is 1 (stable in rat liver microsomes). (5) The molecule is COC(=O)c1sccc1NC(=O)c1sccc1C. The result is 1 (stable in rat liver microsomes). (6) The drug is COc1cc2cc(CN3CCC(N(C)C)C3)c(-c3cccc(Cl)c3)nc2cc1OC. The result is 1 (stable in rat liver microsomes).